Predict which catalyst facilitates the given reaction. From a dataset of Catalyst prediction with 721,799 reactions and 888 catalyst types from USPTO. (1) Reactant: [C:1]([O:5][C:6]([N:8]1[CH2:12][CH2:11][C@@H:10]([F:13])[C@H:9]1[C:14]([OH:16])=O)=[O:7])([CH3:4])([CH3:3])[CH3:2].[Cl:17][C:18]1[C:19]([F:26])=[C:20]([CH:23]=[CH:24][CH:25]=1)[CH2:21][NH2:22].CN(C(ON1N=NC2C=CC=CC1=2)=[N+](C)C)C.F[P-](F)(F)(F)(F)F.CCN(C(C)C)C(C)C. Product: [C:1]([O:5][C:6]([N:8]1[CH2:12][CH2:11][C@@H:10]([F:13])[C@H:9]1[C:14](=[O:16])[NH:22][CH2:21][C:20]1[CH:23]=[CH:24][CH:25]=[C:18]([Cl:17])[C:19]=1[F:26])=[O:7])([CH3:2])([CH3:3])[CH3:4]. The catalyst class is: 2. (2) Reactant: [OH:1][C@@H:2]([CH2:32]O)[CH2:3][N:4]1[CH:8]=[CH:7][C:6]([NH:9][C:10](=[O:31])[C@@H:11]([N:16]2[CH2:20][C:19]([O:21][C:22]3[CH:27]=[CH:26][CH:25]=[C:24]([O:28][CH3:29])[CH:23]=3)=[CH:18][C:17]2=[O:30])[CH2:12][CH:13]([CH3:15])[CH3:14])=[N:5]1.[CH3:34]N(C)CCCN=C=NCC.ON1C2C=CC=CC=2N=N1.Cl.O[C@@H](CO)CN1C=CC(NC(=O)[C@@H](N2CC(OC3C=CC=C(Cl)C=3Cl)=CC2=O)CC(C)C)=N1. Product: [OH:1][C:2]([CH3:34])([CH3:32])[CH2:3][N:4]1[CH:8]=[CH:7][C:6]([NH:9][C:10](=[O:31])[C@@H:11]([N:16]2[CH2:20][C:19]([O:21][C:22]3[CH:27]=[CH:26][CH:25]=[C:24]([O:28][CH3:29])[CH:23]=3)=[CH:18][C:17]2=[O:30])[CH2:12][CH:13]([CH3:14])[CH3:15])=[N:5]1. The catalyst class is: 4.